From a dataset of NCI-60 drug combinations with 297,098 pairs across 59 cell lines. Regression. Given two drug SMILES strings and cell line genomic features, predict the synergy score measuring deviation from expected non-interaction effect. (1) Drug 1: CC1OCC2C(O1)C(C(C(O2)OC3C4COC(=O)C4C(C5=CC6=C(C=C35)OCO6)C7=CC(=C(C(=C7)OC)O)OC)O)O. Drug 2: COCCOC1=C(C=C2C(=C1)C(=NC=N2)NC3=CC=CC(=C3)C#C)OCCOC.Cl. Cell line: NCI-H226. Synergy scores: CSS=21.7, Synergy_ZIP=0.743, Synergy_Bliss=6.61, Synergy_Loewe=3.12, Synergy_HSA=7.51. (2) Drug 1: CC1CCC2CC(C(=CC=CC=CC(CC(C(=O)C(C(C(=CC(C(=O)CC(OC(=O)C3CCCCN3C(=O)C(=O)C1(O2)O)C(C)CC4CCC(C(C4)OC)O)C)C)O)OC)C)C)C)OC. Drug 2: CC1C(C(CC(O1)OC2CC(CC3=C2C(=C4C(=C3O)C(=O)C5=C(C4=O)C(=CC=C5)OC)O)(C(=O)CO)O)N)O.Cl. Cell line: NCI-H226. Synergy scores: CSS=5.74, Synergy_ZIP=-3.50, Synergy_Bliss=0.162, Synergy_Loewe=-2.02, Synergy_HSA=-0.444. (3) Drug 1: CC12CCC3C(C1CCC2O)C(CC4=C3C=CC(=C4)O)CCCCCCCCCS(=O)CCCC(C(F)(F)F)(F)F. Drug 2: CCC1(C2=C(COC1=O)C(=O)N3CC4=CC5=C(C=CC(=C5CN(C)C)O)N=C4C3=C2)O.Cl. Cell line: UO-31. Synergy scores: CSS=17.1, Synergy_ZIP=-5.40, Synergy_Bliss=1.58, Synergy_Loewe=-20.0, Synergy_HSA=1.37. (4) Drug 1: C1=CC=C(C=C1)NC(=O)CCCCCCC(=O)NO. Drug 2: C(CC(=O)O)C(=O)CN.Cl. Cell line: IGROV1. Synergy scores: CSS=8.11, Synergy_ZIP=-0.310, Synergy_Bliss=1.09, Synergy_Loewe=-1.15, Synergy_HSA=1.29. (5) Drug 1: CN(C)N=NC1=C(NC=N1)C(=O)N. Drug 2: C1=NC2=C(N1)C(=S)N=C(N2)N. Cell line: HCC-2998. Synergy scores: CSS=5.49, Synergy_ZIP=4.18, Synergy_Bliss=-3.54, Synergy_Loewe=-38.8, Synergy_HSA=-5.35. (6) Drug 1: CC1C(C(=O)NC(C(=O)N2CCCC2C(=O)N(CC(=O)N(C(C(=O)O1)C(C)C)C)C)C(C)C)NC(=O)C3=C4C(=C(C=C3)C)OC5=C(C(=O)C(=C(C5=N4)C(=O)NC6C(OC(=O)C(N(C(=O)CN(C(=O)C7CCCN7C(=O)C(NC6=O)C(C)C)C)C)C(C)C)C)N)C. Drug 2: C1=CC=C(C(=C1)C(C2=CC=C(C=C2)Cl)C(Cl)Cl)Cl. Cell line: A549. Synergy scores: CSS=0.0160, Synergy_ZIP=5.91, Synergy_Bliss=-0.182, Synergy_Loewe=-3.33, Synergy_HSA=-3.06. (7) Cell line: EKVX. Synergy scores: CSS=30.4, Synergy_ZIP=3.11, Synergy_Bliss=6.18, Synergy_Loewe=-13.8, Synergy_HSA=6.37. Drug 2: CN1C2=C(C=C(C=C2)N(CCCl)CCCl)N=C1CCCC(=O)O.Cl. Drug 1: C1=NC2=C(N1)C(=S)N=C(N2)N. (8) Drug 1: CC1=C(C=C(C=C1)NC2=NC=CC(=N2)N(C)C3=CC4=NN(C(=C4C=C3)C)C)S(=O)(=O)N.Cl. Drug 2: CS(=O)(=O)C1=CC(=C(C=C1)C(=O)NC2=CC(=C(C=C2)Cl)C3=CC=CC=N3)Cl. Cell line: MALME-3M. Synergy scores: CSS=22.5, Synergy_ZIP=-1.58, Synergy_Bliss=8.13, Synergy_Loewe=6.63, Synergy_HSA=6.86. (9) Drug 1: CC12CCC3C(C1CCC2O)C(CC4=C3C=CC(=C4)O)CCCCCCCCCS(=O)CCCC(C(F)(F)F)(F)F. Drug 2: CCC1(C2=C(COC1=O)C(=O)N3CC4=CC5=C(C=CC(=C5CN(C)C)O)N=C4C3=C2)O.Cl. Cell line: NCI-H460. Synergy scores: CSS=37.0, Synergy_ZIP=3.11, Synergy_Bliss=1.04, Synergy_Loewe=-53.1, Synergy_HSA=-0.527.